Dataset: Forward reaction prediction with 1.9M reactions from USPTO patents (1976-2016). Task: Predict the product of the given reaction. (1) Given the reactants [NH2:1][CH:2]1[C:7](=[O:8])[NH:6][CH:5]([C:9]([NH:11][C:12]2[C:21]3[C:16](=[CH:17][CH:18]=[C:19]([O:22][CH3:23])[N:20]=3)[N:15]=[CH:14][CH:13]=2)=[O:10])[CH2:4][CH2:3]1.[O:24]1[C:29]2[CH:30]=[CH:31][C:32]([CH:34]=O)=[CH:33][C:28]=2[O:27][CH2:26][CH2:25]1.[BH3-]C#N.[Na+], predict the reaction product. The product is: [O:24]1[C:29]2[CH:30]=[CH:31][C:32]([CH2:34][NH:1][CH:2]3[C:7](=[O:8])[NH:6][CH:5]([C:9]([NH:11][C:12]4[C:21]5[C:16](=[CH:17][CH:18]=[C:19]([O:22][CH3:23])[N:20]=5)[N:15]=[CH:14][CH:13]=4)=[O:10])[CH2:4][CH2:3]3)=[CH:33][C:28]=2[O:27][CH2:26][CH2:25]1. (2) Given the reactants [CH:1]1[CH:2]=[CH:3][C:4]([CH:7]([N:15]2[CH2:20][CH2:19][N:18]([CH2:21][CH2:22][O:23][CH2:24][C:25]([OH:27])=[O:26])[CH2:17][CH2:16]2)[C:8]2[CH:9]=[CH:10][C:11]([Cl:14])=[CH:12][CH:13]=2)=[CH:5][CH:6]=1.[Na], predict the reaction product. The product is: [ClH:14].[ClH:14].[C:4]1([CH:7]([N:15]2[CH2:20][CH2:19][N:18]([CH2:21][CH2:22][O:23][CH2:24][C:25]([OH:27])=[O:26])[CH2:17][CH2:16]2)[C:8]2[CH:9]=[CH:10][C:11]([Cl:14])=[CH:12][CH:13]=2)[CH:3]=[CH:2][CH:1]=[CH:6][CH:5]=1. (3) The product is: [NH:20]1[C:17]2[CH:18]=[CH:19][C:14]([CH:12]([CH3:13])[C:11]([NH:10][CH2:9][C:8]3[CH:23]=[CH:24][C:5]([C:1]([CH3:2])([CH3:3])[CH3:4])=[CH:6][CH:7]=3)=[O:22])=[CH:15][C:16]=2[N:21]=[CH:25]1. Given the reactants [C:1]([C:5]1[CH:24]=[CH:23][C:8]([CH2:9][NH:10][C:11](=[O:22])[CH:12]([C:14]2[CH:19]=[CH:18][C:17]([NH2:20])=[C:16]([NH2:21])[CH:15]=2)[CH3:13])=[CH:7][CH:6]=1)([CH3:4])([CH3:3])[CH3:2].[CH:25](OCC)(OCC)OCC, predict the reaction product.